Dataset: Forward reaction prediction with 1.9M reactions from USPTO patents (1976-2016). Task: Predict the product of the given reaction. (1) Given the reactants [Cl:1][C:2]1[CH:7]=[CH:6][C:5]([C:8]2[CH:13]=[CH:12][N+:11]([O-])=[CH:10][CH:9]=2)=[CH:4][CH:3]=1.C(OC(=O)C)(=[O:17])C, predict the reaction product. The product is: [Cl:1][C:2]1[CH:7]=[CH:6][C:5]([C:8]2[CH:13]=[CH:12][NH:11][C:10](=[O:17])[CH:9]=2)=[CH:4][CH:3]=1. (2) Given the reactants [N:1]1[CH:6]=[CH:5][CH:4]=[CH:3][C:2]=1[C:7]([C:9]1[S:13][C:12]([NH2:14])=[N:11][C:10]=1[C:15]1[O:16][CH:17]=[CH:18][CH:19]=1)=[O:8].[C:20](O)(=[O:27])[C:21]1[CH:26]=[CH:25][N:24]=[CH:23][CH:22]=1.CCN=C=NCCCN(C)C.Cl.O.ON1C2C=CC=CC=2N=N1, predict the reaction product. The product is: [O:16]1[CH:17]=[CH:18][CH:19]=[C:15]1[C:10]1[N:11]=[C:12]([NH:14][C:20]([C:21]2[CH:26]=[CH:25][N:24]=[CH:23][CH:22]=2)=[O:27])[S:13][C:9]=1[C:7]([C:2]1[CH:3]=[CH:4][CH:5]=[CH:6][N:1]=1)=[O:8]. (3) Given the reactants C[O:2][C:3](=[O:21])[C@@H:4]([NH:13][C:14]([O:16][C:17]([CH3:20])([CH3:19])[CH3:18])=[O:15])[CH2:5][CH2:6][CH2:7][CH2:8][CH2:9][C:10](=[O:12])[CH3:11].O[Li].O, predict the reaction product. The product is: [C:17]([O:16][C:14]([NH:13][C@@H:4]([CH2:5][CH2:6][CH2:7][CH2:8][CH2:9][C:10](=[O:12])[CH3:11])[C:3]([OH:21])=[O:2])=[O:15])([CH3:20])([CH3:19])[CH3:18]. (4) Given the reactants [NH2:1][C:2]1[NH:3][C:4]([N:7]([C:12]2[CH:17]=[CH:16][C:15]([F:18])=[C:14]([F:19])[CH:13]=2)[CH2:8][CH2:9][CH2:10]O)=[N:5][N:6]=1.C1(P(C2C=CC=CC=2)C2C=CC=CC=2)C=CC=CC=1.[N].CCOC(/N=N/C(OCC)=O)=O.C1(P(C2C=CC=CC=2)C2C=CC=CC=2)C=CC=CC=1, predict the reaction product. The product is: [F:19][C:14]1[CH:13]=[C:12]([N:7]2[CH2:8][CH2:9][CH2:10][N:5]3[N:6]=[C:2]([NH2:1])[N:3]=[C:4]23)[CH:17]=[CH:16][C:15]=1[F:18]. (5) Given the reactants [CH3:1][O:2][C:3]1[CH:8]=[CH:7][C:6]([C:9]([C:36]2[CH:41]=[CH:40][C:39]([O:42][CH3:43])=[CH:38][CH:37]=2)([C:30]2[CH:35]=[CH:34][CH:33]=[CH:32][CH:31]=2)[NH:10][C:11]2[O:12][C@H:13]([C:26]([F:29])([F:28])[F:27])[CH2:14][C@:15]([C:18]3[CH:23]=[C:22](Br)[CH:21]=[CH:20][C:19]=3[F:25])([CH3:17])[N:16]=2)=[CH:5][CH:4]=1.[Cl:44][C:45]1[CH:50]=[N:49][CH:48]=[C:47](B2OC(C)(C)C(C)(C)O2)[N:46]=1, predict the reaction product. The product is: [CH3:1][O:2][C:3]1[CH:8]=[CH:7][C:6]([C:9]([C:36]2[CH:41]=[CH:40][C:39]([O:42][CH3:43])=[CH:38][CH:37]=2)([C:30]2[CH:35]=[CH:34][CH:33]=[CH:32][CH:31]=2)[NH:10][C:11]2[O:12][C@H:13]([C:26]([F:29])([F:28])[F:27])[CH2:14][C@:15]([C:18]3[CH:23]=[C:22]([C:47]4[CH:48]=[N:49][CH:50]=[C:45]([Cl:44])[N:46]=4)[CH:21]=[CH:20][C:19]=3[F:25])([CH3:17])[N:16]=2)=[CH:5][CH:4]=1. (6) Given the reactants [C:1]1([S:7][C:8]2[CH:13]=[CH:12][N:11]=[C:10]([NH:14][C:15]3[S:16][CH:17]=[C:18]([CH2:20][C:21](OCC)=[O:22])[N:19]=3)[CH:9]=2)[CH:6]=[CH:5][CH:4]=[CH:3][CH:2]=1.[H-].[Al+3].[Li+].[H-].[H-].[H-], predict the reaction product. The product is: [C:1]1([S:7][C:8]2[CH:13]=[CH:12][N:11]=[C:10]([NH:14][C:15]3[S:16][CH:17]=[C:18]([CH2:20][CH2:21][OH:22])[N:19]=3)[CH:9]=2)[CH:6]=[CH:5][CH:4]=[CH:3][CH:2]=1. (7) Given the reactants Cl.Cl.Cl.[O:4]1[C:12]2[CH:11]=[CH:10][N:9]=[C:8]([N:13]3[CH2:18][CH2:17][N:16]([CH2:19][CH2:20][C@H:21]4[CH2:26][CH2:25][C@H:24]([NH2:27])[CH2:23][CH2:22]4)[CH2:15][CH2:14]3)[C:7]=2[CH2:6][CH2:5]1.[CH3:28][O:29][C@H:30]1[CH2:34][CH2:33][C@H:32]([CH2:35][C:36](OC)=[O:37])[CH2:31]1, predict the reaction product. The product is: [O:4]1[C:12]2[CH:11]=[CH:10][N:9]=[C:8]([N:13]3[CH2:18][CH2:17][N:16]([CH2:19][CH2:20][C@H:21]4[CH2:26][CH2:25][C@H:24]([NH:27][C:36](=[O:37])[CH2:35][C@H:32]5[CH2:33][CH2:34][C@H:30]([O:29][CH3:28])[CH2:31]5)[CH2:23][CH2:22]4)[CH2:15][CH2:14]3)[C:7]=2[CH2:6][CH2:5]1. (8) Given the reactants [CH3:1][NH2:2].[Br:3][C:4]1[CH:5]=[N:6][C:7](Cl)=[N:8][CH:9]=1, predict the reaction product. The product is: [NH2:2][CH2:1][C:7]1[N:6]=[CH:5][C:4]([Br:3])=[CH:9][N:8]=1. (9) The product is: [CH2:35]([O:34][C@H:15]1[C@H:16]([O:26][CH2:27][C:28]2[CH:29]=[CH:30][CH:31]=[CH:32][CH:33]=2)[C@@H:17]([O:18][CH2:19][C:20]2[CH:21]=[CH:22][CH:23]=[CH:24][CH:25]=2)[C@H:12]([C:11]2[CH:10]=[C:9]([CH2:51][C:52]3[CH:53]=[CH:54][C:55]([O:58][CH2:59][CH3:60])=[CH:56][CH:57]=3)[C:8]([Cl:61])=[C:3]([O:4][CH2:5][CH2:62][Cl:66])[C:2]=2[Br:1])[O:13][C@@H:14]1[CH2:42][O:43][CH2:44][C:45]1[CH:46]=[CH:47][CH:48]=[CH:49][CH:50]=1)[C:36]1[CH:41]=[CH:40][CH:39]=[CH:38][CH:37]=1. Given the reactants [Br:1][C:2]1[C:11]([C@H:12]2[C@H:17]([O:18][CH2:19][C:20]3[CH:25]=[CH:24][CH:23]=[CH:22][CH:21]=3)[C@@H:16]([O:26][CH2:27][C:28]3[CH:33]=[CH:32][CH:31]=[CH:30][CH:29]=3)[C@H:15]([O:34][CH2:35][C:36]3[CH:41]=[CH:40][CH:39]=[CH:38][CH:37]=3)[C@@H:14]([CH2:42][O:43][CH2:44][C:45]3[CH:50]=[CH:49][CH:48]=[CH:47][CH:46]=3)[O:13]2)=[CH:10][C:9]([CH2:51][C:52]2[CH:57]=[CH:56][C:55]([O:58][CH2:59][CH3:60])=[CH:54][CH:53]=2)=[C:8]([Cl:61])[C:3]=1[O:4][CH2:5]CO.[C:62]([Cl:66])(Cl)(Cl)Cl.C1C=CC(P(C2C=CC=CC=2)C2C=CC=CC=2)=CC=1, predict the reaction product.